Task: Predict which catalyst facilitates the given reaction.. Dataset: Catalyst prediction with 721,799 reactions and 888 catalyst types from USPTO (1) Reactant: [C:1]([O:5][C:6](=[O:33])[N:7]([CH:9]([CH3:32])[C:10]([NH:12][C:13]1[CH:18]=[CH:17][C:16](Br)=[C:15]([C:20]#[C:21][C:22]2[CH:23]=[C:24]3[C:29](=[CH:30][CH:31]=2)[CH:28]=[N:27][CH:26]=[CH:25]3)[N:14]=1)=[O:11])[CH3:8])([CH3:4])([CH3:3])[CH3:2].[CH3:34][C:35]1[C:39](B(O)O)=[C:38]([CH3:43])[O:37][N:36]=1.[F-].[Cs+].F[B-](F)(F)F.C([PH+](C(C)(C)C)C(C)(C)C)(C)(C)C. Product: [C:1]([O:5][C:6](=[O:33])[N:7]([CH:9]([CH3:32])[C:10]([NH:12][C:13]1[CH:18]=[CH:17][C:16]([C:39]2[C:35]([CH3:34])=[N:36][O:37][C:38]=2[CH3:43])=[C:15]([C:20]#[C:21][C:22]2[CH:23]=[C:24]3[C:29](=[CH:30][CH:31]=2)[CH:28]=[N:27][CH:26]=[CH:25]3)[N:14]=1)=[O:11])[CH3:8])([CH3:4])([CH3:3])[CH3:2]. The catalyst class is: 135. (2) Reactant: OCCCC[C:6]1([OH:12])[CH2:11][CH2:10][CH2:9][CH2:8][CH2:7]1.[Cr](Cl)([O-])(=O)=[O:14].[NH+]1[CH:23]=[CH:22][CH:21]=[CH:20][CH:19]=1. Product: [CH:19]([CH2:20][CH2:21][CH2:22][CH2:23][C:6]1([OH:12])[CH2:11][CH2:10][CH2:9][CH2:8][CH2:7]1)=[O:14]. The catalyst class is: 2.